From a dataset of Experimentally validated miRNA-target interactions with 360,000+ pairs, plus equal number of negative samples. Binary Classification. Given a miRNA mature sequence and a target amino acid sequence, predict their likelihood of interaction. (1) The miRNA is mmu-miR-466l-3p with sequence UAUAAAUACAUGCACACAUAUU. The protein sequence of the target gene is MARNTLSSRFRRVDIDEFDENKFVDEQEEAAAAAAEPGPDPSEVDGLLRQGDMLRAFHAALRNSPVNTKNQAVKERAQGVVLKVLTNFKSSEIEQAVQSLDRNGVDLLMKYIYKGFEKPTENSSAVLLQWHEKALAVGGLGSIIRVLTARKTV. Result: 0 (no interaction). (2) The miRNA is hsa-miR-517c-3p with sequence AUCGUGCAUCCUUUUAGAGUGU. The protein sequence of the target gene is MDDQSPAEKKGLRCQNPACMDKGRAAKVCHHADCQQLHRRGPLNLCEACDSKFHSTMHYDGHVRFDLPPQGSVLARNVSTRSCPPRTSPAVDLEEEEEESSVDGKGDRKSTGLKLSKKKARRRHTDDPSKECFTLKFDLNVDIETEIVPAMKKKSLGEVLLPVFERKGIALGKVDIYLDQSNTPLSLTFEAYRFGGHYLRVKAPAKPGDEGKVEQGMKDSKSLSLPILRPAGTGPPALERVDAQSRRESLDILAPGRRRKNMSEFLGEASIPGQEPPTPSSCSLPSGSSGSTNTGDSWKN.... Result: 0 (no interaction). (3) The miRNA is rno-let-7e-5p with sequence UGAGGUAGGAGGUUGUAUAGUU. The protein sequence of the target gene is MATRRLTDAFLLLRNNSIQTRQLLAEQVSSHTTSSPLHSRSIAAELDELADDRMALVSGISLDPEAAIGVTKRSPPKWVDGVDEIQYDVGRIKQKMKELASLHDKHLNRPTLDDSSEEEHAIEITTQEVTQLFHRCQRAVQALPSRARRACSEQEERLLRNVVASLAQALQELSTSFRHAQSDYLKRMKNREERSQHFFDTPVPLMDDGDDATLYGQGFTDDQLVLVEQNTLMVEEREREIRQIVQSISDLNEIFRDLGAMIVEQGTVLDRIDYNVEQSCVKTEDGLKQLHKAEQYQKKN.... Result: 0 (no interaction). (4) The miRNA is hsa-miR-4686 with sequence UAUCUGCUGGGCUUUCUGGUGUU. The protein sequence of the target gene is MSLTNTKTGFSVKDILDLPDTNDEDGSVAEGPEEESEGPEPAKRAGPLGQGALDAVQSLPLKSPFYDSSDNPYTRWLASTEGLQYSLHGLAASAPPQDSSSKSPEPSADESPDNDKETQGGGGDAGKKRKRRVLFSKAQTYELERRFRQQRYLSAPEREHLASLIRLTPTQVKIWFQNHRYKMKRARAEKGMEVTPLPSPRRVAVPVLVRDGKPCHALKAQDLAAATFQAGIPFSAYSAQSLQHMQYNAQYSSASTPQYPTAHPLVQAQQWTW. Result: 0 (no interaction).